Task: Predict the product of the given reaction.. Dataset: Forward reaction prediction with 1.9M reactions from USPTO patents (1976-2016) (1) Given the reactants N(C1N=CN=C(O[C:11]2[CH:16]=[CH:15][C:14]([NH:17][C:18]([NH:20][C:21]3[N:22]([C:30]4[CH:35]=[CH:34][C:33]([CH2:36][N:37]5[CH2:42][CH2:41][O:40][CH2:39][CH2:38]5)=[CH:32][CH:31]=4)[N:23]=[C:24]([C:26]([CH3:29])([CH3:28])[CH3:27])[CH:25]=3)=[O:19])=[CH:13][CH:12]=2)C=1)=[N+]=[N-].[CH3:43][OH:44], predict the reaction product. The product is: [NH2:22][C:21]1[N:20]=[C:43]([O:44][C:11]2[CH:16]=[CH:15][C:14]([NH:17][C:18]([NH:20][C:21]3[N:22]([C:30]4[CH:31]=[CH:32][C:33]([CH2:36][N:37]5[CH2:42][CH2:41][O:40][CH2:39][CH2:38]5)=[CH:34][CH:35]=4)[N:23]=[C:24]([C:26]([CH3:29])([CH3:28])[CH3:27])[CH:25]=3)=[O:19])=[CH:13][CH:12]=2)[N:23]=[CH:24][CH:25]=1. (2) Given the reactants Br[C:2]1[CH:7]=[C:6]([S:8]([CH3:11])(=[O:10])=[O:9])[CH:5]=[C:4]([Br:12])[C:3]=1[OH:13].[C:14]([CH:16]1[CH2:18][CH2:17]1)#[CH:15], predict the reaction product. The product is: [Br:12][C:4]1[C:3]2[O:13][C:14]([CH:16]3[CH2:18][CH2:17]3)=[CH:15][C:2]=2[CH:7]=[C:6]([S:8]([CH3:11])(=[O:10])=[O:9])[CH:5]=1.